Predict the reaction yield, written as a fraction of the theoretical maximum amount of product (1.0 means a 100% yield; for example, 0.34 means a 34% yield). From a dataset of Reaction yield outcomes from USPTO patents with 853,638 reactions. (1) The reactants are [CH3:1][O:2][C:3](=[O:17])[CH2:4][C:5]1[C:14]([Cl:15])=[CH:13][CH:12]=[C:11]2[C:6]=1[CH:7]=[C:8]([CH3:16])[N:9]=[CH:10]2.[Br:18]N1C(=O)CCC1=O. The catalyst is ClC(Cl)(Cl)Cl. The product is [CH3:1][O:2][C:3](=[O:17])[CH2:4][C:5]1[C:14]([Cl:15])=[CH:13][CH:12]=[C:11]2[C:6]=1[CH:7]=[C:8]([CH2:16][Br:18])[N:9]=[CH:10]2. The yield is 0.400. (2) The reactants are C(OC([C:6]1[C:10]([C:11]2[CH:16]=[CH:15][C:14]([CH3:17])=[CH:13][CH:12]=2)=[CH:9][NH:8][CH:7]=1)=O)C.[OH-].[Na+].[Na+].[Cl-]. The catalyst is C(O)CO. The product is [CH3:17][C:14]1[CH:13]=[CH:12][C:11]([C:10]2[CH:6]=[CH:7][NH:8][CH:9]=2)=[CH:16][CH:15]=1. The yield is 0.710. (3) The reactants are [Cl:1][C:2]1[CH:3]=[C:4]([CH2:9][CH2:10][C:11]([CH:13]2[CH2:17][CH2:16][CH2:15][CH2:14]2)=[O:12])[CH:5]=[CH:6][C:7]=1[OH:8].Cl[C:19]([F:25])([F:24])C(OC)=O.C([O-])([O-])=O.[K+].[K+].O. The catalyst is CN(C=O)C. The product is [Cl:1][C:2]1[CH:3]=[C:4]([CH2:9][CH2:10][C:11]([CH:13]2[CH2:17][CH2:16][CH2:15][CH2:14]2)=[O:12])[CH:5]=[CH:6][C:7]=1[O:8][CH:19]([F:25])[F:24]. The yield is 0.720. (4) The reactants are [NH2:1][C:2]1[CH:10]=[C:9]([O:11][CH3:12])[CH:8]=[C:7]([O:13][CH3:14])[C:3]=1[C:4]([NH2:6])=[O:5].[CH3:15][N:16]([CH3:29])[C:17]1[C:26]2[C:21](=[CH:22][CH:23]=[CH:24][CH:25]=2)[C:20]([CH:27]=O)=[CH:19][CH:18]=1.COC1C=C(OC)C=C2C=1C(=O)NC(C1C=CC=CN=1)=N2. No catalyst specified. The product is [CH3:15][N:16]([CH3:29])[C:17]1[C:26]2[C:21](=[CH:22][CH:23]=[CH:24][CH:25]=2)[C:20]([C:27]2[NH:6][C:4](=[O:5])[C:3]3[C:2](=[CH:10][C:9]([O:11][CH3:12])=[CH:8][C:7]=3[O:13][CH3:14])[N:1]=2)=[CH:19][CH:18]=1. The yield is 0.260. (5) The reactants are C(=O)(O)O.[NH2:5][NH:6][C:7]([NH2:9])=[NH:8].Cl[C:11](=[O:17])[C:12]([O:14][CH2:15][CH3:16])=[O:13]. The catalyst is N1C=CC=CC=1. The product is [CH2:15]([O:14][C:12](=[O:13])[C:11]([NH:5][NH:6][C:7](=[NH:9])[NH2:8])=[O:17])[CH3:16]. The yield is 0.190. (6) The reactants are [CH3:1][O:2][C:3]1[C@@H:4]([CH:12]([CH3:14])[CH3:13])[N:5]=[C:6]([O:10][CH3:11])[CH:7]([CH3:9])[N:8]=1.C([Li])CCC.IC[C@@H:22]([C:25]1[CH:30]=[CH:29][CH:28]=[CH:27][CH:26]=1)[CH2:23][CH3:24]. The catalyst is O1CCCC1. The product is [CH:12]([C@@H:4]1[C:3]([O:2][CH3:1])=[N:8][C@@H:7]([CH2:9][C@@H:22]([C:25]2[CH:30]=[CH:29][CH:28]=[CH:27][CH:26]=2)[CH2:23][CH3:24])[C:6]([O:10][CH3:11])=[N:5]1)([CH3:14])[CH3:13]. The yield is 0.640. (7) The reactants are Cl[C:2]1[CH:3]=[CH:4][C:5]2[N:6]([CH:8]=[CH:9][N:10]=2)[N:7]=1.[B:11]1([B:11]2[O:15][C:14]([CH3:17])([CH3:16])[C:13]([CH3:19])([CH3:18])[O:12]2)[O:15][C:14]([CH3:17])([CH3:16])[C:13]([CH3:19])([CH3:18])[O:12]1.CC([O-])=O.[K+]. The catalyst is O1CCOCC1.CCOC(C)=O.C1C=CC(P(C2C=CC=CC=2)[C-]2C=CC=C2)=CC=1.C1C=CC(P(C2C=CC=CC=2)[C-]2C=CC=C2)=CC=1.[Fe+2]. The product is [CH3:18][C:13]1([CH3:19])[C:14]([CH3:17])([CH3:16])[O:15][B:11]([C:2]2[CH:3]=[CH:4][C:5]3[N:6]([CH:8]=[CH:9][N:10]=3)[N:7]=2)[O:12]1. The yield is 0.900.